Dataset: Forward reaction prediction with 1.9M reactions from USPTO patents (1976-2016). Task: Predict the product of the given reaction. (1) Given the reactants [CH3:1][O:2][C:3]1[CH:20]=[CH:19][C:6]([CH2:7][C:8]2[CH:13]=[CH:12][C:11]([NH:14][S:15]([CH3:18])(=[O:17])=[O:16])=[CH:10][CH:9]=2)=[CH:5][CH:4]=1.[Br:21]Br.OS([O-])=O.[Na+], predict the reaction product. The product is: [Br:21][C:20]1[CH:19]=[C:6]([CH:5]=[CH:4][C:3]=1[O:2][CH3:1])[CH2:7][C:8]1[CH:13]=[CH:12][C:11]([NH:14][S:15]([CH3:18])(=[O:16])=[O:17])=[CH:10][CH:9]=1. (2) Given the reactants I[C:2]1[C:3]([O:10][CH3:11])=[N:4][C:5]([O:8][CH3:9])=[N:6][CH:7]=1.[Cl:12][C:13]1[C:18](B(O)O)=[CH:17][C:16]([F:22])=[CH:15][N:14]=1.C([O-])([O-])=O.[Na+].[Na+].C1C=CC(P(C2C=CC=CC=2)C2C=CC=CC=2)=CC=1, predict the reaction product. The product is: [Cl:12][C:13]1[C:18]([C:2]2[C:3]([O:10][CH3:11])=[N:4][C:5]([O:8][CH3:9])=[N:6][CH:7]=2)=[CH:17][C:16]([F:22])=[CH:15][N:14]=1. (3) Given the reactants [OH2:1].[OH:2]O.[CH3:4][S:5][C:6]1[CH:11]=[CH:10][C:9]([OH:12])=[CH:8][CH:7]=1.O.C(=O)(O)[O-].[Na+], predict the reaction product. The product is: [CH3:4][S:5]([C:6]1[CH:11]=[CH:10][C:9]([OH:12])=[CH:8][CH:7]=1)(=[O:2])=[O:1]. (4) Given the reactants [C:1]1([C:7]2[O:11][N:10]=[C:9]([C:12]3[O:16][N:15]=[C:14]4[C:17]5[C:22]([CH2:23][CH2:24][C:13]=34)=[CH:21][C:20]([CH:25]3[CH2:29][CH2:28][C:27](=O)[CH2:26]3)=[CH:19][CH:18]=5)[C:8]=2[C:31]([F:34])([F:33])[F:32])[CH:6]=[CH:5][CH:4]=[CH:3][CH:2]=1.[Cl-].[NH4+:36].[C-:37]#[N:38].[Na+].N, predict the reaction product. The product is: [NH2:36][C:27]1([C:37]#[N:38])[CH2:28][CH2:29][CH:25]([C:20]2[CH:21]=[C:22]3[C:17](=[CH:18][CH:19]=2)[C:14]2=[N:15][O:16][C:12]([C:9]4[C:8]([C:31]([F:34])([F:33])[F:32])=[C:7]([C:1]5[CH:6]=[CH:5][CH:4]=[CH:3][CH:2]=5)[O:11][N:10]=4)=[C:13]2[CH2:24][CH2:23]3)[CH2:26]1. (5) Given the reactants [CH3:1][O:2][C:3]1[CH:4]=[C:5]2[C:10](=[CH:11][C:12]=1[O:13][CH3:14])[N:9]=[CH:8][CH:7]=[C:6]2[O:15][C:16]1[CH:21]=[CH:20][C:19]([N:22]2[C:26](=[O:27])[CH2:25][CH:24]([C:28]([OH:30])=O)[CH2:23]2)=[CH:18][CH:17]=1.[NH2:31][C:32]1[CH:37]=[CH:36][CH:35]=[CH:34][CH:33]=1.C1C=CC2N(O)N=NC=2C=1.CCN=C=NCCCN(C)C, predict the reaction product. The product is: [CH3:1][O:2][C:3]1[CH:4]=[C:5]2[C:10](=[CH:11][C:12]=1[O:13][CH3:14])[N:9]=[CH:8][CH:7]=[C:6]2[O:15][C:16]1[CH:17]=[CH:18][C:19]([N:22]2[C:26](=[O:27])[CH2:25][CH:24]([C:28]([NH:31][C:32]3[CH:37]=[CH:36][CH:35]=[CH:34][CH:33]=3)=[O:30])[CH2:23]2)=[CH:20][CH:21]=1. (6) Given the reactants [NH:1]1[C:9]2[C:4](=[CH:5][CH:6]=[CH:7][CH:8]=2)[C:3]([CH:10]=[O:11])=[CH:2]1.[H-].[Na+].[C:14]1([S:20](Cl)(=[O:22])=[O:21])[CH:19]=[CH:18][CH:17]=[CH:16][CH:15]=1, predict the reaction product. The product is: [C:14]1([S:20]([N:1]2[C:9]3[C:4](=[CH:5][CH:6]=[CH:7][CH:8]=3)[C:3]([CH:10]=[O:11])=[CH:2]2)(=[O:22])=[O:21])[CH:19]=[CH:18][CH:17]=[CH:16][CH:15]=1.